Dataset: Drug-target binding data from BindingDB using Ki measurements. Task: Regression. Given a target protein amino acid sequence and a drug SMILES string, predict the binding affinity score between them. We predict pKi (pKi = -log10(Ki in M); higher means stronger inhibition). Dataset: bindingdb_ki. (1) The drug is Nc1c(S(=O)(=O)[O-])cc(Nc2ccc(F)cc2C(=O)O)c2c1C(=O)c1ccccc1C2=O. The target protein (Q9Y5L3) has sequence MAGKVRSLLPPLLLAAAGLAGLLLLCVPTRDVREPPALKYGIVLDAGSSHTSMFIYKWPADKENDTGIVGQHSSCDVPGGGISSYADNPSGASQSLVGCLEQALQDVPKERHAGTPLYLGATAGMRLLNLTNPEASTSVLMAVTHTLTQYPFDFRGARILSGQEEGVFGWVTANYLLENFIKYGWVGRWFRPRKGTLGAMDLGGASTQITFETTSPAEDRASEVQLHLYGQHYRVYTHSFLCYGRDQVLQRLLASALQTHGFHPCWPRGFSTQVLLGDVYQSPCTMAQRPQNFNSSARVSLSGSSDPHLCRDLVSGLFSFSSCPFSRCSFNGVFQPPVAGNFVAFSAFFYTVDFLRTSMGLPVATLQQLEAAAVNVCNQTWAQLQARVPGQRARLADYCAGAMFVQQLLSRGYGFDERAFGGVIFQKKAADTAVGWALGYMLNLTNLIPADPPGLRKGTDFSSWVVLLLLFASALLAALVLLLRQVHSAKLPSTI. The pKi is 3.7. (2) The small molecule is C=C1/C(=C\C=C2/CCC[C@@]3(C)[C@H]2CC[C@@H]3[C@@H](C)COCCCC(C)(C)O)C[C@@H](O)C[C@@H]1O. The target protein (O42392) has sequence MSELRGSWDEQQQSMAYLPDADMDTVAASTSLPDPAGDFDRNVPRICGVCGDRATGFHFNAMTCEGCKGFFRRSMKRKAMFTCPFNGDCKITKDNRRHCQACRLKRCVDIGMMKEFILTDEEVQRKREMILKRKEEEALKESLKPKLSEEQQKVIDTLLEAHHKTFDTTYSDFNKFRPPVRSKFSSRMATHSSSVVSQDFSSEDSNDVFGSDAFAAFPEPMEPQMFSNLDLSEESDESPSMNIELPHLPMLPHLADLVSYSIQKVIGFAKMIPGFRDLTAEDQIALLKSSAIEVIMLRSNQSFTMEDMSWTCGSNDFKYKVSDVTQAGHSMDLLEPLVKFQVGLKKLNLHEEEHVLLMAICILSPDRPGVQDTSLVESIQDRLSDILQTYIRCRHPPPGSRLLYAKMIQKLADLRSLNEEHSKQYRCLSFQPEHSMQLTPLVLEVFGNEIS. The pKi is 10. (3) The drug is CCCCOC(=O)N1CCC(c2ccccc2)(c2nccn2Cc2ccccc2)CC1. The target protein (P41143) has sequence MEPAPSAGAELQPPLFANASDAYPSACPSAGANASGPPGARSASSLALAIAITALYSAVCAVGLLGNVLVMFGIVRYTKMKTATNIYIFNLALADALATSTLPFQSAKYLMETWPFGELLCKAVLSIDYYNMFTSIFTLTMMSVDRYIAVCHPVKALDFRTPAKAKLINICIWVLASGVGVPIMVMAVTRPRDGAVVCMLQFPSPSWYWDTVTKICVFLFAFVVPILIITVCYGLMLLRLRSVRLLSGSKEKDRSLRRITRMVLVVVGAFVVCWAPIHIFVIVWTLVDIDRRDPLVVAALHLCIALGYANSSLNPVLYAFLDENFKRCFRQLCRKPCGRPDPSSFSRAREATARERVTACTPSDGPGGGAAA. The pKi is 8.0. (4) The compound is O=C(NN1CCCCC1)c1nn(-c2ccc(Cl)cc2Cl)c(-c2ccc(-c3cccnc3)cc2)c1CO. The pKi is 5.6. The target protein (P32836) has sequence MSAPAQNNAEVPTFKLVLVGDGGTGKTTFVKRHLTGEFEKKYIATIGVEVHPLSFYTNFGEIKFDVWDTAGQEKFGGLRDGYYINAQCAIIMFDVTSRITYKNVPNWHRDLVRVCENIPIVLCGNKVDVKERKVKAKTITFHRKKNLQYYDISAKSNYNFEKPFLWLARKLAGNPQLEFVASPALAPPEVQVDEQLMHQYQQEMDQATALPLPDEDDADL.